Dataset: HIV replication inhibition screening data with 41,000+ compounds from the AIDS Antiviral Screen. Task: Binary Classification. Given a drug SMILES string, predict its activity (active/inactive) in a high-throughput screening assay against a specified biological target. (1) The drug is CN(NC(=O)C(=Cc1ccc(O)cc1)NC(=O)c1ccccc1)c1ccnc2cc(Cl)ccc12. The result is 0 (inactive). (2) The drug is NC(=S)NN=C(CC1OC(=O)c2ccccc21)c1ccc(Cl)cc1. The result is 0 (inactive). (3) The drug is CCC(=O)CCCC=C(c1cc(Cl)c(OC)c(CO)c1)c1cc(Cl)c(OC)c(CO)c1. The result is 0 (inactive).